Dataset: Peptide-MHC class I binding affinity with 185,985 pairs from IEDB/IMGT. Task: Regression. Given a peptide amino acid sequence and an MHC pseudo amino acid sequence, predict their binding affinity value. This is MHC class I binding data. The peptide sequence is MAYVNQAHHI. The MHC is H-2-Db with pseudo-sequence H-2-Db. The binding affinity (normalized) is 0.369.